Task: Predict which catalyst facilitates the given reaction.. Dataset: Catalyst prediction with 721,799 reactions and 888 catalyst types from USPTO (1) Reactant: B(F)(F)F.CCOCC.[CH3:10][C:11]1[CH:12]=[C:13]([C:18]2[CH:27]=[CH:26][C:25]3[C:20](=[CH:21][CH:22]=[CH:23][C:24]=3[C:28]3[CH:33]=[CH:32][CH:31]=[CH:30][C:29]=3[C:34](O)([CH3:36])[CH3:35])[N:19]=2)[CH:14]=[C:15]([CH3:17])[CH:16]=1.CO. Product: [CH3:10][C:11]1[CH:12]=[C:13]([C:18]2[CH:27]=[CH:26][C:25]3[C:20](=[CH:21][CH:22]=[CH:23][C:24]=3[C:28]3[CH:33]=[CH:32][CH:31]=[CH:30][C:29]=3[C:34]([CH3:36])=[CH2:35])[N:19]=2)[CH:14]=[C:15]([CH3:17])[CH:16]=1. The catalyst class is: 2. (2) Reactant: [Cl:1][C:2]1[CH:7]=[C:6]([N:8]([CH:16]2[CH2:18][CH2:17]2)[C:9](=[O:15])[O:10][C:11]([CH3:14])([CH3:13])[CH3:12])[N:5]2[N:19]=[CH:20][C:21]([CH:22]=O)=[C:4]2[N:3]=1.C1(P(=[C:43]2[CH2:48][C:47](=[O:49])[NH:46][C:44]2=[O:45])(C2C=CC=CC=2)C2C=CC=CC=2)C=CC=CC=1. Product: [Cl:1][C:2]1[CH:7]=[C:6]([N:8]([CH:16]2[CH2:17][CH2:18]2)[C:9](=[O:15])[O:10][C:11]([CH3:14])([CH3:13])[CH3:12])[N:5]2[N:19]=[CH:20][C:21]([CH:22]=[C:43]3[CH2:48][C:47](=[O:49])[NH:46][C:44]3=[O:45])=[C:4]2[N:3]=1. The catalyst class is: 5. (3) Reactant: [CH2:1]([C:5]1[CH:10]=[CH:9][C:8](B(O)O)=[CH:7][CH:6]=1)[CH2:2][CH:3]=[CH2:4].Br[C:15]1[C:28]2[C:19](=[C:20]3[C:25](=[CH:26][CH:27]=2)[C:24]([C:29]2[CH:34]=[CH:33][CH:32]=[CH:31][CH:30]=2)=[CH:23][CH:22]=[N:21]3)[N:18]=[CH:17][CH:16]=1.C([O-])([O-])=O.[Na+].[Na+].CO. Product: [CH2:1]([C:5]1[CH:10]=[CH:9][C:8]([C:15]2[C:28]3[C:19](=[C:20]4[C:25](=[CH:26][CH:27]=3)[C:24]([C:29]3[CH:30]=[CH:31][CH:32]=[CH:33][CH:34]=3)=[CH:23][CH:22]=[N:21]4)[N:18]=[CH:17][CH:16]=2)=[CH:7][CH:6]=1)[CH2:2][CH:3]=[CH2:4]. The catalyst class is: 11. (4) Reactant: [Cl:1][C:2]1[CH:3]=[C:4]([C:33]2[CH:38]=[CH:37][C:36]([C:39]([N:41]3[CH2:46][CH2:45][CH:44]([C:47]([F:50])([F:49])[F:48])[CH2:43][CH2:42]3)=[O:40])=[CH:35][CH:34]=2)[CH:5]=[C:6]([Cl:32])[C:7]=1[CH2:8][C@@H:9]1[CH2:13][CH2:12][N:11]([C@H:14]2[CH2:19][CH2:18][C@H:17]([O:20][Si](C(C)C)(C(C)C)C(C)C)[CH2:16][CH2:15]2)[C:10]1=[O:31].CCCC[N+](CCCC)(CCCC)CCCC.[F-]. Product: [Cl:32][C:6]1[CH:5]=[C:4]([C:33]2[CH:38]=[CH:37][C:36]([C:39]([N:41]3[CH2:46][CH2:45][CH:44]([C:47]([F:49])([F:48])[F:50])[CH2:43][CH2:42]3)=[O:40])=[CH:35][CH:34]=2)[CH:3]=[C:2]([Cl:1])[C:7]=1[CH2:8][C@@H:9]1[CH2:13][CH2:12][N:11]([C@H:14]2[CH2:19][CH2:18][C@H:17]([OH:20])[CH2:16][CH2:15]2)[C:10]1=[O:31]. The catalyst class is: 1. (5) Reactant: [NH:1]([C:13]([O:15][C:16]([CH3:19])([CH3:18])[CH3:17])=[O:14])[C@@H:2]([C:10]([OH:12])=O)[CH2:3][C:4]1[CH:9]=[CH:8][CH:7]=[CH:6][CH:5]=1.C1(N=C=NC2CCCCC2)CCCCC1.[NH:35]1[CH2:43][CH2:42][CH2:41][C@H:36]1[C:37]([O:39][CH3:40])=[O:38].Cl.C(N1CCOCC1)C. Product: [NH:1]([C:13]([O:15][C:16]([CH3:19])([CH3:18])[CH3:17])=[O:14])[C@@H:2]([C:10]([N:35]1[CH2:43][CH2:42][CH2:41][C@H:36]1[C:37]([O:39][CH3:40])=[O:38])=[O:12])[CH2:3][C:4]1[CH:5]=[CH:6][CH:7]=[CH:8][CH:9]=1. The catalyst class is: 9. (6) Reactant: CS(O[CH2:6][C@H:7]1[CH2:12][N:11]([S:13]([C:16]2[S:17][CH:18]=[CH:19][CH:20]=2)(=[O:15])=[O:14])[CH2:10][CH2:9][N:8]1[C:21]1[CH:26]=[CH:25][C:24]([C:27]([OH:33])([CH3:32])[C:28]([F:31])([F:30])[F:29])=[CH:23][CH:22]=1)(=O)=O.[CH:34]([CH:37]1[NH:42][CH2:41][CH2:40][NH:39][C:38]1=[O:43])([CH3:36])[CH3:35].C(=O)([O-])[O-].[K+].[K+]. Product: [CH3:35][CH:34]([CH:37]1[N:42]([CH2:6][C@H:7]2[CH2:12][N:11]([S:13]([C:16]3[S:17][CH:18]=[CH:19][CH:20]=3)(=[O:14])=[O:15])[CH2:10][CH2:9][N:8]2[C:21]2[CH:22]=[CH:23][C:24]([C:27]([OH:33])([CH3:32])[C:28]([F:31])([F:30])[F:29])=[CH:25][CH:26]=2)[CH2:41][CH2:40][NH:39][C:38]1=[O:43])[CH3:36]. The catalyst class is: 290. (7) Reactant: [H-].[Na+].[Br:3][C:4]1[CH:5]=[CH:6][C:7]([N:12]2[CH2:17][CH2:16][CH2:15][CH2:14][CH:13]2[CH2:18][CH3:19])=[C:8]([CH2:10][OH:11])[CH:9]=1.[CH3:20]I. Product: [Br:3][C:4]1[CH:5]=[CH:6][C:7]([N:12]2[CH2:17][CH2:16][CH2:15][CH2:14][CH:13]2[CH2:18][CH3:19])=[C:8]([CH2:10][O:11][CH3:20])[CH:9]=1. The catalyst class is: 3.